This data is from Forward reaction prediction with 1.9M reactions from USPTO patents (1976-2016). The task is: Predict the product of the given reaction. (1) Given the reactants [CH2:1]1[CH2:10][O:9][C:8]2[CH:7]=[CH:6][C:5]([NH:11][C:12]3[C:17]([F:18])=[CH:16][N:15]=[C:14]([NH:19][C:20]4[CH:21]=[CH:22][C:23]5[O:27][C:26]([C:28](OC)=[O:29])=[CH:25][C:24]=5[CH:32]=4)[N:13]=3)=[CH:4][C:3]=2[O:2]1.[OH:33][CH:34]([CH2:37][OH:38])[CH2:35][NH2:36], predict the reaction product. The product is: [OH:33][CH:34]([CH2:37][OH:38])[CH2:35][NH:36][C:28]([C:26]1[O:27][C:23]2[CH:22]=[CH:21][C:20]([NH:19][C:14]3[N:13]=[C:12]([NH:11][C:5]4[CH:6]=[CH:7][C:8]5[O:9][CH2:10][CH2:1][O:2][C:3]=5[CH:4]=4)[C:17]([F:18])=[CH:16][N:15]=3)=[CH:32][C:24]=2[CH:25]=1)=[O:29]. (2) The product is: [ClH:1].[CH3:21][N:22]1[C:26]([C:27]2[CH:28]=[N:29][CH:30]=[CH:31][CH:32]=2)=[CH:25][N:24]=[C:23]1[S:33][CH2:2][CH2:3][CH2:4][N:5]1[CH2:10][C@H:9]2[C@:7]([C:11]3[CH:16]=[CH:15][C:14]([C:17]([F:20])([F:19])[F:18])=[CH:13][CH:12]=3)([CH2:8]2)[CH2:6]1. Given the reactants [Cl:1][CH2:2][CH2:3][CH2:4][N:5]1[CH2:10][C@H:9]2[C@:7]([C:11]3[CH:16]=[CH:15][C:14]([C:17]([F:20])([F:19])[F:18])=[CH:13][CH:12]=3)([CH2:8]2)[CH2:6]1.[CH3:21][N:22]1[C:26]([C:27]2[CH:28]=[N:29][CH:30]=[CH:31][CH:32]=2)=[CH:25][NH:24][C:23]1=[S:33], predict the reaction product.